Dataset: Full USPTO retrosynthesis dataset with 1.9M reactions from patents (1976-2016). Task: Predict the reactants needed to synthesize the given product. Given the product [N+:9]([C:5]1[CH:4]=[N:3][C:2]2[NH:1][C:19]([C:18]3[CH:21]=[CH:22][C:15]([N+:12]([O-:14])=[O:13])=[CH:16][CH:17]=3)=[N:8][C:7]=2[CH:6]=1)([O-:11])=[O:10], predict the reactants needed to synthesize it. The reactants are: [NH2:1][C:2]1[C:7]([NH2:8])=[CH:6][C:5]([N+:9]([O-:11])=[O:10])=[CH:4][N:3]=1.[N+:12]([C:15]1[CH:22]=[CH:21][C:18]([CH:19]=O)=[CH:17][CH:16]=1)([O-:14])=[O:13].